This data is from Forward reaction prediction with 1.9M reactions from USPTO patents (1976-2016). The task is: Predict the product of the given reaction. (1) The product is: [C:25]([O:28][C:29](=[O:30])[N:12]([C:13]1[CH:20]=[CH:19][C:16]([C:17]#[N:18])=[CH:15][CH:14]=1)[CH2:11][C:10]1[CH:9]=[N:8][C:7]([CH3:21])=[C:6]2[O:22][C:2]([CH3:23])([CH3:1])[O:3][CH2:4][C:5]=12)([CH3:27])([CH3:26])[CH3:24]. Given the reactants [CH3:1][C:2]1([CH3:23])[O:22][C:6]2=[C:7]([CH3:21])[N:8]=[CH:9][C:10]([CH2:11][NH:12][C:13]3[CH:20]=[CH:19][C:16]([C:17]#[N:18])=[CH:15][CH:14]=3)=[C:5]2[CH2:4][O:3]1.[CH3:24][C:25]([O:28][C:29](O[C:29]([O:28][C:25]([CH3:27])([CH3:26])[CH3:24])=[O:30])=[O:30])([CH3:27])[CH3:26], predict the reaction product. (2) Given the reactants [Br:1][CH:2]([C:4]1[N:5]=[C:6]2[S:13][CH:12]=[C:11]([CH3:14])[N:7]2[C:8](=[O:10])[CH:9]=1)[CH3:3].C(#N)C.[Br:18]N1C(=O)CCC1=O.S([O-])([O-])=O.[Na+].[Na+], predict the reaction product. The product is: [Br:18][C:9]1[C:8](=[O:10])[N:7]2[C:11]([CH3:14])=[CH:12][S:13][C:6]2=[N:5][C:4]=1[CH:2]([Br:1])[CH3:3]. (3) Given the reactants Cl[C:2]1[N:7]=[C:6]([N:8]([CH3:34])[C:9]2[CH:14]=[CH:13][N:12]=[C:11]([NH:15][C@@H:16]([CH3:33])[CH2:17][C:18]3[CH:19]=[C:20]([CH:30]=[CH:31][CH:32]=3)[CH2:21][NH:22][C:23](=[O:29])[O:24][C:25]([CH3:28])([CH3:27])[CH3:26])[N:10]=2)[CH:5]=[CH:4][N:3]=1.[C:35]1(B(O)O)[CH:40]=[CH:39][CH:38]=[CH:37][CH:36]=1.C(=O)([O-])[O-].[Na+].[Na+].CCO, predict the reaction product. The product is: [CH3:34][N:8]([C:6]1[CH:5]=[CH:4][N:3]=[C:2]([C:35]2[CH:40]=[CH:39][CH:38]=[CH:37][CH:36]=2)[N:7]=1)[C:9]1[CH:14]=[CH:13][N:12]=[C:11]([NH:15][C@@H:16]([CH3:33])[CH2:17][C:18]2[CH:19]=[C:20]([CH:30]=[CH:31][CH:32]=2)[CH2:21][NH:22][C:23](=[O:29])[O:24][C:25]([CH3:28])([CH3:27])[CH3:26])[N:10]=1. (4) Given the reactants [N:1]1[C:6]2[CH2:7][CH2:8][N:9]([CH2:11][CH2:12][CH2:13][CH2:14][O:15][C:16]3[CH:25]=[C:24]4[C:19]([CH2:20][CH2:21][C:22](=[O:26])[NH:23]4)=[CH:18][CH:17]=3)[CH2:10][C:5]=2[CH:4]=[N:3][CH:2]=1.[F:27][C:28]1[CH:33]=[CH:32]C(N2C=C3CNCCC3=N2)=[CH:30][CH:29]=1, predict the reaction product. The product is: [F:27][C:28]1[CH:33]=[CH:32][C:2]([N:3]2[CH:4]=[C:5]3[CH2:10][N:9]([CH2:11][CH2:12][CH2:13][CH2:14][O:15][C:16]4[CH:25]=[C:24]5[C:19]([CH2:20][CH2:21][C:22](=[O:26])[NH:23]5)=[CH:18][CH:17]=4)[CH2:8][CH2:7][C:6]3=[N:1]2)=[CH:30][CH:29]=1. (5) Given the reactants Cl.[NH2:2][C@@H:3]([CH2:12][CH2:13][CH3:14])[C@@H:4]([C:6]1[CH:11]=[CH:10][CH:9]=[CH:8][CH:7]=1)[OH:5].[Ar].[F:16][C:17]1[CH:22]=[CH:21][C:20]([N:23]2[C:31]3[C:26](=[CH:27][C:28](I)=[CH:29][CH:30]=3)[CH:25]=[N:24]2)=[CH:19][CH:18]=1.C(=O)([O-])[O-].[Cs+].[Cs+], predict the reaction product. The product is: [F:16][C:17]1[CH:18]=[CH:19][C:20]([N:23]2[C:31]3[C:26](=[CH:27][C:28]([O:5][C@H:4]([C:6]4[CH:11]=[CH:10][CH:9]=[CH:8][CH:7]=4)[C@@H:3]([NH2:2])[CH2:12][CH2:13][CH3:14])=[CH:29][CH:30]=3)[CH:25]=[N:24]2)=[CH:21][CH:22]=1. (6) The product is: [CH3:1][N:2]([CH3:23])[CH2:3][CH2:4][O:5][CH:6]1[CH2:7][CH2:8][N:9]([C:12]([O:14][CH2:15][C:16]2[CH:17]=[CH:18][CH:19]=[CH:20][CH:21]=2)=[O:13])[CH2:10][CH2:11]1. Given the reactants [CH3:1][N:2]([CH3:23])[C:3](=O)[CH2:4][O:5][CH:6]1[CH2:11][CH2:10][N:9]([C:12]([O:14][CH2:15][C:16]2[CH:21]=[CH:20][CH:19]=[CH:18][CH:17]=2)=[O:13])[CH2:8][CH2:7]1, predict the reaction product.